This data is from Reaction yield outcomes from USPTO patents with 853,638 reactions. The task is: Predict the reaction yield, written as a fraction of the theoretical maximum amount of product (1.0 means a 100% yield; for example, 0.34 means a 34% yield). (1) The reactants are [F:1][C:2]1[CH:7]=[CH:6][C:5]([C:8]2[C:16]3[C:11](=[CH:12][CH:13]=[C:14]([NH2:17])[CH:15]=3)[N:10](COCCOC)[N:9]=2)=[CH:4][CH:3]=1.[C:24](Cl)(=[O:31])[C:25]1[CH:30]=[CH:29][CH:28]=[CH:27][CH:26]=1.O. The catalyst is N1C=CC=CC=1. The product is [F:1][C:2]1[CH:3]=[CH:4][C:5]([C:8]2[C:16]3[C:11](=[CH:12][CH:13]=[C:14]([NH:17][C:24](=[O:31])[C:25]4[CH:30]=[CH:29][CH:28]=[CH:27][CH:26]=4)[CH:15]=3)[NH:10][N:9]=2)=[CH:6][CH:7]=1. The yield is 0.190. (2) The reactants are [CH2:1]([O:8][C:9]1[CH:14]=[CH:13][C:12]([NH2:15])=[CH:11][C:10]=1[C:16]1[N:17]([CH3:22])[N:18]=[CH:19][C:20]=1[Br:21])[C:2]1[CH:7]=[CH:6][CH:5]=[CH:4][CH:3]=1.[F:23][C:24]1[CH:29]=[CH:28][C:27]([N:30]=[C:31]=[O:32])=[CH:26][CH:25]=1. The catalyst is C(Cl)Cl. The product is [CH2:1]([O:8][C:9]1[CH:14]=[CH:13][C:12]([NH:15][C:31]([NH:30][C:27]2[CH:28]=[CH:29][C:24]([F:23])=[CH:25][CH:26]=2)=[O:32])=[CH:11][C:10]=1[C:16]1[N:17]([CH3:22])[N:18]=[CH:19][C:20]=1[Br:21])[C:2]1[CH:3]=[CH:4][CH:5]=[CH:6][CH:7]=1. The yield is 0.260.